This data is from Reaction yield outcomes from USPTO patents with 853,638 reactions. The task is: Predict the reaction yield, written as a fraction of the theoretical maximum amount of product (1.0 means a 100% yield; for example, 0.34 means a 34% yield). (1) The reactants are [NH2:1][C:2]1[S:3][CH:4]=[CH:5][N:6]=1.[CH:7]1[C:12]([S:13](Cl)(=[O:15])=[O:14])=[CH:11][CH:10]=[C:9]([I:17])[CH:8]=1.Cl.S1C(N)=NC=N1. The product is [I:17][C:9]1[CH:8]=[CH:7][C:12]([S:13]([NH:1][C:2]2[S:3][CH:4]=[CH:5][N:6]=2)(=[O:15])=[O:14])=[CH:11][CH:10]=1. The yield is 0.380. The catalyst is N1C=CC=CC=1. (2) The reactants are [Br:1][C:2]1[C:3]([N:20]2[CH2:25][CH2:24][N:23](C(NC3C=CC=CC=3)=O)[CH2:22][CH2:21]2)=[C:4]2[N:10]=[C:9]([C:11]3[CH:16]=[CH:15][C:14]([N:17]([CH3:19])[CH3:18])=[CH:13][CH:12]=3)[NH:8][C:5]2=[N:6][CH:7]=1.BrC1C(N2CCN([CH:52]([C:54]3[CH:59]=[CH:58][CH:57]=[CH:56][N:55]=3)[CH3:53])CC2)=C([N+]([O-])=O)C(N)=NC=1.[O-]S(S([O-])=O)=O.[Na+].[Na+].CN(C1C=CC(C=O)=CC=1)C. The catalyst is CN(C=O)C. The product is [Br:1][C:2]1[C:3]([N:20]2[CH2:21][CH2:22][N:23]([CH:52]([C:54]3[CH:59]=[CH:58][CH:57]=[CH:56][N:55]=3)[CH3:53])[CH2:24][CH2:25]2)=[C:4]2[N:10]=[C:9]([C:11]3[CH:12]=[CH:13][C:14]([N:17]([CH3:18])[CH3:19])=[CH:15][CH:16]=3)[NH:8][C:5]2=[N:6][CH:7]=1. The yield is 0.490.